This data is from Peptide-MHC class II binding affinity with 134,281 pairs from IEDB. The task is: Regression. Given a peptide amino acid sequence and an MHC pseudo amino acid sequence, predict their binding affinity value. This is MHC class II binding data. (1) The peptide sequence is GINTIPIAINEAEYV. The MHC is DRB1_1501 with pseudo-sequence DRB1_1501. The binding affinity (normalized) is 0.405. (2) The peptide sequence is ERKLHQQGRCRTCVY. The MHC is DRB1_1101 with pseudo-sequence DRB1_1101. The binding affinity (normalized) is 0.733.